From a dataset of Forward reaction prediction with 1.9M reactions from USPTO patents (1976-2016). Predict the product of the given reaction. (1) Given the reactants [NH2:1][CH2:2][C@@H:3]1[CH2:8][CH2:7][CH2:6][N:5]([C:9]([O:11][C:12]([CH3:15])([CH3:14])[CH3:13])=[O:10])[CH2:4]1.Cl[C:17]1[C:26]2[C:21](=[N:22][CH:23]=[CH:24][N:25]=2)[CH:20]=[C:19]([Cl:27])[N:18]=1.CCN(C(C)C)C(C)C, predict the reaction product. The product is: [Cl:27][C:19]1[N:18]=[C:17]([NH:1][CH2:2][C@@H:3]2[CH2:8][CH2:7][CH2:6][N:5]([C:9]([O:11][C:12]([CH3:15])([CH3:14])[CH3:13])=[O:10])[CH2:4]2)[C:26]2[C:21](=[N:22][CH:23]=[CH:24][N:25]=2)[CH:20]=1. (2) Given the reactants [Cl:1][C:2]1[N:7]=[CH:6][C:5]([CH2:8][N:9]2[C:13]([CH3:14])=[CH:12][C:11]([C:15]([OH:17])=O)=[N:10]2)=[CH:4][CH:3]=1.C(Cl)(=O)C(Cl)=O.[NH3:24], predict the reaction product. The product is: [Cl:1][C:2]1[N:7]=[CH:6][C:5]([CH2:8][N:9]2[C:13]([CH3:14])=[CH:12][C:11]([C:15]([NH2:24])=[O:17])=[N:10]2)=[CH:4][CH:3]=1. (3) Given the reactants [Cl:1][C:2]1[CH:3]=[C:4]([NH:16][CH2:17][N:18](SC)[C:19]#[N:20])[CH:5]=[C:6]([Cl:15])[C:7]=1[N:8]1[CH:13]=[CH:12][CH:11]=[CH:10][C:9]1=[O:14].[NH2:23][NH2:24], predict the reaction product. The product is: [NH2:20][C:19]1[NH:24][N:23]=[C:17]([NH:16][C:4]2[CH:3]=[C:2]([Cl:1])[C:7]([N:8]3[CH:13]=[CH:12][CH:11]=[CH:10][C:9]3=[O:14])=[C:6]([Cl:15])[CH:5]=2)[N:18]=1. (4) The product is: [CH2:28]([O:27][C:20]1[CH:19]=[C:18]([C:16](=[O:17])[CH2:15][CH2:14][C:13]([NH:12][C:8]2[CH:7]=[C:6]([C:31]3[CH:36]=[CH:35][CH:34]=[CH:33][CH:32]=3)[C:5]3[C:10](=[CH:11][C:38](/[CH:37]=[CH:39]/[C:40]([O:42][C:43]([CH3:46])([CH3:45])[CH3:44])=[O:41])=[CH:3][CH:4]=3)[N:9]=2)=[O:30])[CH:23]=[CH:22][C:21]=1[O:24][CH2:25][CH3:26])[CH3:29]. Given the reactants BrC1[CH:11]=[C:10]2[C:5]([C:6]([C:31]3[CH:36]=[CH:35][CH:34]=[CH:33][CH:32]=3)=[CH:7][C:8]([NH:12][C:13](=[O:30])[CH2:14][CH2:15][C:16]([C:18]3[CH:23]=[CH:22][C:21]([O:24][CH2:25][CH3:26])=[C:20]([O:27][CH2:28][CH3:29])[CH:19]=3)=[O:17])=[N:9]2)=[CH:4][CH:3]=1.[CH:37]([CH2:39][C:40]([O:42][C:43]([CH3:46])([CH3:45])[CH3:44])=[O:41])=[CH2:38].C1(P(C2C=CC=CC=2)C2C=CC=CC=2)C=CC=CC=1.C(N(CC)CC)C, predict the reaction product.